This data is from Full USPTO retrosynthesis dataset with 1.9M reactions from patents (1976-2016). The task is: Predict the reactants needed to synthesize the given product. (1) Given the product [CH3:1][S:2]([O:6][C@@H:7]1[CH2:11][CH2:10][C@H:9]([NH:12][C:13]([O:14][C:15]([CH3:16])([CH3:18])[CH3:17])=[O:19])[CH2:8]1)(=[O:4])=[O:3], predict the reactants needed to synthesize it. The reactants are: [CH3:1][S:2](Cl)(=[O:4])=[O:3].[OH:6][C@@H:7]1[CH2:11][CH2:10][C@H:9]([NH:12][C:13](=[O:19])[O:14][C:15]([CH3:18])([CH3:17])[CH3:16])[CH2:8]1.N1C(C)=CC=CC=1C. (2) Given the product [CH3:20][C:18]1([CH3:21])[C:17]([CH3:22])([CH3:23])[O:16][B:15]([C:12]2[CH:11]=[CH:10][C:9]([C:6]3[N:7]=[N:8][N:4]([CH2:3][OH:2])[N:5]=3)=[CH:14][CH:13]=2)[O:19]1, predict the reactants needed to synthesize it. The reactants are: C[O:2][CH2:3][N:4]1[N:8]=[N:7][C:6]([C:9]2[CH:14]=[CH:13][C:12]([B:15]3[O:19][C:18]([CH3:21])([CH3:20])[C:17]([CH3:23])([CH3:22])[O:16]3)=[CH:11][CH:10]=2)=[N:5]1.BrB(Br)Br.O. (3) Given the product [CH:10]1([CH2:9][O:8][C:5]2[CH:6]=[CH:7][C:2]([NH2:20])=[N:3][CH:4]=2)[CH2:12][CH2:11]1, predict the reactants needed to synthesize it. The reactants are: Br[C:2]1[CH:7]=[CH:6][C:5]([O:8][CH2:9][CH:10]2[CH2:12][CH2:11]2)=[CH:4][N:3]=1.C1(C(C2C=CC=CC=2)=[NH:20])C=CC=CC=1.CC(C)([O-])C.[Na+]. (4) Given the product [CH3:14][S:11]([C:8]1[C:5]2[CH:6]=[N:7][C:2]([NH:26][C:24]([NH:23][C@@H:21]([C:15]3[CH:20]=[CH:19][CH:18]=[CH:17][CH:16]=3)[CH3:22])=[O:25])=[CH:3][C:4]=2[NH:10][N:9]=1)(=[O:13])=[O:12], predict the reactants needed to synthesize it. The reactants are: Cl[C:2]1[N:7]=[CH:6][C:5]2[C:8]([S:11]([CH3:14])(=[O:13])=[O:12])=[N:9][NH:10][C:4]=2[CH:3]=1.[C:15]1([C@H:21]([NH:23][C:24]([NH2:26])=[O:25])[CH3:22])[CH:20]=[CH:19][CH:18]=[CH:17][CH:16]=1.CC(C)([O-])C.[K+].